Dataset: Catalyst prediction with 721,799 reactions and 888 catalyst types from USPTO. Task: Predict which catalyst facilitates the given reaction. Reactant: [OH-].[Na+].[C:3]([O:7][C:8]([NH:10][C:11]1[CH:12]=[CH:13][C:14]([C:17]2[N:21]([C:22]3[CH:23]=[N:24][CH:25]=[CH:26][CH:27]=3)[N:20]=[C:19]([C:28]([O:30]CC)=[O:29])[CH:18]=2)=[N:15][CH:16]=1)=[O:9])([CH3:6])([CH3:5])[CH3:4]. Product: [C:3]([O:7][C:8]([NH:10][C:11]1[CH:12]=[CH:13][C:14]([C:17]2[N:21]([C:22]3[CH:23]=[N:24][CH:25]=[CH:26][CH:27]=3)[N:20]=[C:19]([C:28]([OH:30])=[O:29])[CH:18]=2)=[N:15][CH:16]=1)=[O:9])([CH3:6])([CH3:4])[CH3:5]. The catalyst class is: 8.